From a dataset of Catalyst prediction with 721,799 reactions and 888 catalyst types from USPTO. Predict which catalyst facilitates the given reaction. Reactant: [CH2:1]([N:3]([CH2:13][CH3:14])[C:4]1[CH:11]=[CH:10][C:7]([CH:8]=[O:9])=[C:6]([OH:12])[CH:5]=1)[CH3:2].N1C=CC=CC=1.[C:21](Cl)(=[O:28])[C:22]1[CH:27]=[CH:26][CH:25]=[CH:24][CH:23]=1. Product: [C:21]([O:12][C:6]1[CH:5]=[C:4]([N:3]([CH2:1][CH3:2])[CH2:13][CH3:14])[CH:11]=[CH:10][C:7]=1[CH:8]=[O:9])(=[O:28])[C:22]1[CH:27]=[CH:26][CH:25]=[CH:24][CH:23]=1. The catalyst class is: 96.